From a dataset of Catalyst prediction with 721,799 reactions and 888 catalyst types from USPTO. Predict which catalyst facilitates the given reaction. (1) Reactant: [CH3:1][N:2]1[CH2:7][CH2:6][N:5]([CH2:8][C:9]2[CH:14]=[CH:13][CH:12]=[C:11]([N+:15]([O-])=O)[CH:10]=2)[CH2:4][CH2:3]1. Product: [CH3:1][N:2]1[CH2:7][CH2:6][N:5]([CH2:8][C:9]2[CH:10]=[C:11]([NH2:15])[CH:12]=[CH:13][CH:14]=2)[CH2:4][CH2:3]1. The catalyst class is: 227. (2) Reactant: [C:1]([CH2:11][C:12]([O:14][CH2:15][CH3:16])=[O:13])(=[O:10])[C:2]1[CH:7]=[CH:6][C:5]([O:8][CH3:9])=[CH:4][CH:3]=1.C(N(CC)CC)C.[BrH:24].[NH+]1C=CC=CC=1.CCOC(C)=O. Product: [Br:24][CH:11]([C:1]([C:2]1[CH:7]=[CH:6][C:5]([O:8][CH3:9])=[CH:4][CH:3]=1)=[O:10])[C:12]([O:14][CH2:15][CH3:16])=[O:13]. The catalyst class is: 8.